This data is from hERG potassium channel inhibition data for cardiac toxicity prediction from Karim et al.. The task is: Regression/Classification. Given a drug SMILES string, predict its toxicity properties. Task type varies by dataset: regression for continuous values (e.g., LD50, hERG inhibition percentage) or binary classification for toxic/non-toxic outcomes (e.g., AMES mutagenicity, cardiotoxicity, hepatotoxicity). Dataset: herg_karim. (1) The molecule is O=C(O)c1ccccc1Oc1ccc(Cl)cc1NS(=O)(=O)c1ccc(Cl)c(Cl)c1. The result is 1 (blocker). (2) The compound is COc1ccc2ncc(=O)n(CCN3CCC(NCc4cc5c(cn4)OCCO5)CC3)c2c1. The result is 0 (non-blocker). (3) The compound is CCOC(=O)c1sc2nc(/C=C/c3ccc(-n4cnc(C)c4)c(OC)c3)nc(N)c2c1C. The result is 1 (blocker). (4) The drug is CN(CC(=O)N(Cc1ccc(C2CCCCC2)cc1)c1ccc(C(=O)O)c(O)c1)S(=O)(=O)c1c(F)c(F)c(F)c(F)c1F. The result is 0 (non-blocker). (5) The drug is O=C(O)C1CN(C2CC[C@]3(Cc4ccccc4Cc4ccccc43)C2)C1. The result is 0 (non-blocker).